From a dataset of Forward reaction prediction with 1.9M reactions from USPTO patents (1976-2016). Predict the product of the given reaction. (1) Given the reactants [CH2:1]([C:3]1[NH:7][C:6]([C:8]2[CH:13]=[CH:12][C:11]([F:14])=[CH:10][CH:9]=2)=[N:5][C:4]=1[C:15]([OH:17])=O)[CH3:2].Cl.[CH3:19][NH:20][O:21][CH3:22].Cl.C(N=C=NCCCN(C)C)C.ON1C2C=CC=CC=2N=N1, predict the reaction product. The product is: [CH2:1]([C:3]1[NH:7][C:6]([C:8]2[CH:9]=[CH:10][C:11]([F:14])=[CH:12][CH:13]=2)=[N:5][C:4]=1[C:15](=[O:17])[N:20]([O:21][CH3:22])[CH3:19])[CH3:2]. (2) Given the reactants [OH:1][C:2]1[CH:9]=[CH:8][C:5]([CH:6]=O)=[CH:4][CH:3]=1.[C:10]([O:14][C:15]([CH3:18])([CH3:17])[CH3:16])(=[O:13])[NH:11][NH2:12].Cl, predict the reaction product. The product is: [C:15]([O:14][C:10]([NH:11][N:12]=[CH:6][C:5]1[CH:8]=[CH:9][C:2]([OH:1])=[CH:3][CH:4]=1)=[O:13])([CH3:18])([CH3:17])[CH3:16].